This data is from Reaction yield outcomes from USPTO patents with 853,638 reactions. The task is: Predict the reaction yield, written as a fraction of the theoretical maximum amount of product (1.0 means a 100% yield; for example, 0.34 means a 34% yield). (1) The reactants are [OH:1][C:2]1([CH2:8][N:9]2[CH2:14][CH2:13][CH:12]([CH2:15][NH:16][C:17]([N:19]3[C:23]4[CH:24]=[CH:25][CH:26]=[CH:27][C:22]=4[N:21]([CH:28]([CH3:30])[CH3:29])[C:20]3=[O:31])=[O:18])[CH2:11][CH2:10]2)[CH2:7][CH2:6][O:5][CH2:4][CH2:3]1.[ClH:32].CO. The catalyst is CO. The product is [ClH:32].[OH:1][C:2]1([CH2:8][N:9]2[CH2:10][CH2:11][CH:12]([CH2:15][NH:16][C:17]([N:19]3[C:23]4[CH:24]=[CH:25][CH:26]=[CH:27][C:22]=4[N:21]([CH:28]([CH3:29])[CH3:30])[C:20]3=[O:31])=[O:18])[CH2:13][CH2:14]2)[CH2:7][CH2:6][O:5][CH2:4][CH2:3]1. The yield is 0.900. (2) The reactants are OS(C(F)(F)F)(=O)=O.[C:9](=[NH:32])([O:11][CH2:12][CH2:13][C:14]1[CH:19]=[CH:18][C:17]([O:20][C:21]2[CH:26]=[CH:25][C:24]([Cl:27])=[C:23]([C:28]([F:31])([F:30])[F:29])[CH:22]=2)=[CH:16][CH:15]=1)[NH2:10].[C:33]([C:35]1[CH:40]=[CH:39][C:38]([CH2:41][CH:42]([CH:48]=O)[C:43](OCC)=[O:44])=[CH:37][CH:36]=1)#[N:34].C([O-])([O-])=O.[K+].[K+]. The catalyst is CC(N(C)C)=O. The product is [Cl:27][C:24]1[CH:25]=[CH:26][C:21]([O:20][C:17]2[CH:16]=[CH:15][C:14]([CH2:13][CH2:12][O:11][C:9]3[NH:10][CH:48]=[C:42]([CH2:41][C:38]4[CH:37]=[CH:36][C:35]([C:33]#[N:34])=[CH:40][CH:39]=4)[C:43](=[O:44])[N:32]=3)=[CH:19][CH:18]=2)=[CH:22][C:23]=1[C:28]([F:31])([F:30])[F:29]. The yield is 0.290.